Dataset: Forward reaction prediction with 1.9M reactions from USPTO patents (1976-2016). Task: Predict the product of the given reaction. (1) The product is: [CH:16]1[CH:15]=[C:14]2[C:13]([CH:4]=[O:5])=[CH:12][NH:11][C:19]2=[CH:18][CH:17]=1. Given the reactants CN([CH:4]=[O:5])C.P(Cl)(Cl)(Cl)=O.[NH:11]1[C:19]2[C:14](=[CH:15][CH:16]=[CH:17][CH:18]=2)[CH:13]=[CH:12]1.[OH-].[Na+], predict the reaction product. (2) The product is: [Cl:1][C:2]1[CH:10]=[C:9]2[C:5]([C:6]([C:12]3[N:17]=[C:16]4[C:18]([C:29]([NH:65][CH:66]([CH2:69][OH:70])[CH2:67][OH:68])=[O:30])=[CH:19][N:20]([CH2:21][O:22][CH2:23][CH2:24][Si:25]([CH3:26])([CH3:27])[CH3:28])[C:15]4=[N:14][CH:13]=3)=[N:7][N:8]2[CH3:11])=[CH:4][CH:3]=1. Given the reactants [Cl:1][C:2]1[CH:10]=[C:9]2[C:5]([C:6]([C:12]3[N:17]=[C:16]4[C:18]([C:29](O)=[O:30])=[CH:19][N:20]([CH2:21][O:22][CH2:23][CH2:24][Si:25]([CH3:28])([CH3:27])[CH3:26])[C:15]4=[N:14][CH:13]=3)=[N:7][N:8]2[CH3:11])=[CH:4][CH:3]=1.CN(C(ON1N=NC2C=CC=NC1=2)=[N+](C)C)C.F[P-](F)(F)(F)(F)F.C(N(CC)C(C)C)(C)C.[NH2:65][CH:66]([CH2:69][OH:70])[CH2:67][OH:68], predict the reaction product.